This data is from Full USPTO retrosynthesis dataset with 1.9M reactions from patents (1976-2016). The task is: Predict the reactants needed to synthesize the given product. (1) Given the product [NH2:5][C@H:6]([C:12]([OH:14])=[O:13])[CH2:7][CH2:8][CH2:9][CH2:10][NH2:11], predict the reactants needed to synthesize it. The reactants are: C([N:5](S(C1C=CC([N+]([O-])=O)=CC=1)(=O)=O)[C@H:6]([C:12]([OH:14])=[O:13])[CH2:7][CH2:8][CH2:9][CH2:10][NH2:11])C(C)C.C1(S(N[C@H](C(O)=O)CC2C=CC=CC=2)(=O)=O)C=CC=CC=1. (2) Given the product [NH2:33][C:34]1[S:38][C:37]([C:39]2[C:44]([F:45])=[CH:43][CH:42]=[CH:41][C:40]=2[F:46])=[N:36][C:35]=1[C:47]([NH:15][C:10]1[CH:11]=[N:12][N:13]([CH3:14])[C:9]=1[N:5]1[CH2:6][CH2:7][CH2:8][C:2]([NH2:18])([CH3:1])[CH2:3][CH2:4]1)=[O:48], predict the reactants needed to synthesize it. The reactants are: [CH3:1][C:2]1([NH:18]C(=O)OC(C)(C)C)[CH2:8][CH2:7][CH2:6][N:5]([C:9]2[N:13]([CH3:14])[N:12]=[CH:11][C:10]=2[N+:15]([O-])=O)[CH2:4][CH2:3]1.C(OC([NH:33][C:34]1[S:38][C:37]([C:39]2[C:44]([F:45])=[CH:43][CH:42]=[CH:41][C:40]=2[F:46])=[N:36][C:35]=1[C:47](O)=[O:48])=O)(C)(C)C.